From a dataset of Reaction yield outcomes from USPTO patents with 853,638 reactions. Predict the reaction yield, written as a fraction of the theoretical maximum amount of product (1.0 means a 100% yield; for example, 0.34 means a 34% yield). (1) The reactants are C([O:4][CH:5]1[CH:10]([N:11]([CH3:13])[CH3:12])[CH2:9][CH:8]([CH3:14])[O:7][CH:6]1[O:15][CH2:16][CH2:17][C:18]#[C:19][CH2:20][CH2:21][CH2:22][CH2:23][CH2:24][CH3:25])(=O)C.C([O-])([O-])=O.[K+].[K+]. The catalyst is CO. The product is [CH2:16]([O:15][CH:6]1[CH:5]([OH:4])[CH:10]([N:11]([CH3:13])[CH3:12])[CH2:9][CH:8]([CH3:14])[O:7]1)[CH2:17][C:18]#[C:19][CH2:20][CH2:21][CH2:22][CH2:23][CH2:24][CH3:25]. The yield is 0.940. (2) The catalyst is C(Cl)Cl.O. The yield is 0.790. The product is [CH3:44][C:16]1[N:15]([C:12]2[CH:11]=[CH:10][C:9]([O:8][CH:5]3[CH2:6][CH2:7][C:2](=[O:1])[CH2:3][CH2:4]3)=[CH:14][CH:13]=2)[C:20](=[O:21])[C:19]([CH2:22][C:23]2[CH:28]=[CH:27][C:26]([C:29]3[CH:34]=[CH:33][CH:32]=[CH:31][C:30]=3[C:35]3[NH:39][C:38](=[O:40])[O:37][N:36]=3)=[CH:25][CH:24]=2)=[C:18]([CH2:41][CH2:42][CH3:43])[N:17]=1. The reactants are [OH:1][CH:2]1[CH2:7][CH2:6][CH:5]([O:8][C:9]2[CH:14]=[CH:13][C:12]([N:15]3[C:20](=[O:21])[C:19]([CH2:22][C:23]4[CH:28]=[CH:27][C:26]([C:29]5[CH:34]=[CH:33][CH:32]=[CH:31][C:30]=5[C:35]5[NH:39][C:38](=[O:40])[O:37][N:36]=5)=[CH:25][CH:24]=4)=[C:18]([CH2:41][CH2:42][CH3:43])[N:17]=[C:16]3[CH3:44])=[CH:11][CH:10]=2)[CH2:4][CH2:3]1.CC(OI1(OC(C)=O)(OC(C)=O)OC(=O)C2C1=CC=CC=2)=O.C(OCC)(=O)C.S([O-])([O-])(=O)=S.[Na+].[Na+]. (3) The reactants are [CH:1]([C@@H:3]([NH:8][C:9](=[O:15])[O:10][C:11]([CH3:14])([CH3:13])[CH3:12])[CH2:4][CH2:5][CH2:6][CH3:7])=[O:2].O.CC(C)(O)[C:19]#[N:20].[C-]#N.[K+]. The catalyst is C1(C)C=CC=CC=1.[I-].C([N+](CCCC)(CCCC)CCCC)CCC. The product is [C:19]([CH:1]([OH:2])[C@@H:3]([NH:8][C:9](=[O:15])[O:10][C:11]([CH3:14])([CH3:13])[CH3:12])[CH2:4][CH2:5][CH2:6][CH3:7])#[N:20]. The yield is 0.920.